The task is: Predict which catalyst facilitates the given reaction.. This data is from Catalyst prediction with 721,799 reactions and 888 catalyst types from USPTO. (1) Reactant: [F:1][C:2]([F:15])([CH:8]1[CH2:13][CH2:12][CH:11]([CH3:14])[CH2:10][CH2:9]1)[C:3]([O:5]CC)=[O:4].O1CCCC1.CO.O.[OH-].[Li+]. Product: [F:1][C:2]([F:15])([CH:8]1[CH2:13][CH2:12][CH:11]([CH3:14])[CH2:10][CH2:9]1)[C:3]([OH:5])=[O:4]. The catalyst class is: 6. (2) Reactant: C([Li])CCC.C(N[CH:10]([CH3:12])[CH3:11])(C)C.[Br:13][C:14]1C=C[C:17]2[O:18][C:19]([F:25])([F:24])[C:20]([F:23])([F:22])[O:21][C:16]=2[CH:15]=1.CI.Cl. Product: [Br:13][C:14]1[CH:15]=[CH:16][C:17]2[O:18][C:19]([F:24])([F:25])[C:20]([F:22])([F:23])[O:21][C:12]=2[C:10]=1[CH3:11]. The catalyst class is: 132. (3) Reactant: C(OC([NH:8][C@@H:9]([CH2:23][CH:24]1[CH2:28][CH2:27][CH2:26][CH2:25]1)[CH2:10][N:11]([CH3:22])[C:12](=[O:21])[O:13][CH2:14][C:15]1[CH:20]=[CH:19][CH:18]=[CH:17][CH:16]=1)=O)(C)(C)C.C([O-])(O)=O.[Na+]. Product: [NH2:8][C@@H:9]([CH2:23][CH:24]1[CH2:25][CH2:26][CH2:27][CH2:28]1)[CH2:10][N:11]([CH3:22])[C:12](=[O:21])[O:13][CH2:14][C:15]1[CH:16]=[CH:17][CH:18]=[CH:19][CH:20]=1. The catalyst class is: 137.